Dataset: Forward reaction prediction with 1.9M reactions from USPTO patents (1976-2016). Task: Predict the product of the given reaction. (1) Given the reactants Cl[C:2]1[N:7]=[C:6]([S:8][CH3:9])[N:5]=[C:4]([N:10]2[CH2:15][CH2:14][CH:13]([C:16]3[C:24]4[C:19](=[N:20][CH:21]=[CH:22][CH:23]=4)[NH:18][N:17]=3)[CH2:12][CH2:11]2)[CH:3]=1.C[Si]([N-][Si](C)(C)C)(C)C.[K+].[OH:35][CH2:36][C@H:37]1[CH2:39][C@H:38]1[C:40]#[N:41].Cl, predict the reaction product. The product is: [CH3:9][S:8][C:6]1[N:7]=[C:2]([O:35][CH2:36][C@H:37]2[CH2:39][C@H:38]2[C:40]#[N:41])[CH:3]=[C:4]([N:10]2[CH2:15][CH2:14][CH:13]([C:16]3[C:24]4[C:19](=[N:20][CH:21]=[CH:22][CH:23]=4)[NH:18][N:17]=3)[CH2:12][CH2:11]2)[N:5]=1. (2) Given the reactants [NH2:1]C1C(F)=CC(OC2C=CN=C(NC(=O)C)N=2)=C(F)C=1.[F:21][C:22]1[CH:27]=[CH:26][C:25]([NH:28][C:29]([C:31]2([C:34]([OH:36])=O)[CH2:33][CH2:32]2)=[O:30])=[CH:24][CH:23]=1.CN(C(ON1N=NC2C=CC=NC1=2)=[N+](C)C)C.F[P-](F)(F)(F)(F)F.CCN(C(C)C)C(C)C, predict the reaction product. The product is: [F:21][C:22]1[CH:27]=[CH:26][C:25]([NH:28][C:29]([C:31]2([C:34]([NH2:1])=[O:36])[CH2:33][CH2:32]2)=[O:30])=[CH:24][CH:23]=1. (3) Given the reactants Cl.[F:2][C:3]([F:25])([F:24])[C:4]1[CH:23]=[CH:22][CH:21]=[CH:20][C:5]=1[CH:6]([O:15][CH:16]1[CH2:19][NH:18][CH2:17]1)[C:7]1[CH:12]=[CH:11][C:10]([S:13][CH3:14])=[CH:9][CH:8]=1.[N-:26]=[C:27]=[O:28], predict the reaction product. The product is: [F:25][C:3]([F:2])([F:24])[C:4]1[CH:23]=[CH:22][CH:21]=[CH:20][C:5]=1[CH:6]([O:15][CH:16]1[CH2:19][N:18]([C:27]([NH:26][CH:4]([CH2:5][CH3:6])[CH3:3])=[O:28])[CH2:17]1)[C:7]1[CH:12]=[CH:11][C:10]([S:13][CH3:14])=[CH:9][CH:8]=1.